This data is from Forward reaction prediction with 1.9M reactions from USPTO patents (1976-2016). The task is: Predict the product of the given reaction. (1) Given the reactants C[Si](C)(C)[C:3]#[C:4]/[CH:5]=[CH:6]/[CH:7]=[CH:8]/[C@H:9]1[O:13][C:12]([CH3:15])([CH3:14])[O:11][C@H:10]1[CH2:16][O:17][CH2:18][C:19]([O:21]C(C)(C)C)=[O:20].[F-].C([N+](CCCC)(CCCC)CCCC)CCC.C(OCC)(=O)C.[Cl-].[NH4+], predict the reaction product. The product is: [CH:8](/[C@H:9]1[O:13][C:12]([CH3:15])([CH3:14])[O:11][C@H:10]1[CH2:16][O:17][CH2:18][C:19]([OH:21])=[O:20])=[CH:7]\[CH:6]=[CH:5]\[C:4]#[CH:3]. (2) Given the reactants [CH3:1][CH:2]1[CH2:7][CH2:6][CH2:5][CH2:4][CH2:3]1.[C:8]1([C@@H:14]([NH2:16])[CH3:15])[CH:13]=[CH:12][CH:11]=[CH:10][CH:9]=1, predict the reaction product. The product is: [CH3:1][CH:2]1[CH2:7][CH2:6][CH2:5][CH2:4]/[C:3]/1=[N:16]/[C@H:14]([C:8]1[CH:13]=[CH:12][CH:11]=[CH:10][CH:9]=1)[CH3:15]. (3) Given the reactants N1C=[CH:5][CH:4]=[CH:3][CH:2]=1.[C:7]([O:11][C:12](=[O:30])[NH:13][CH2:14][CH2:15][S:16]([C:19]1[C:20]2[CH:21]=[CH:22][N:23]=[CH:24][C:25]=2[CH:26]=[C:27](Cl)[CH:28]=1)(=[O:18])=[O:17])([CH3:10])([CH3:9])[CH3:8].[C:31]1(B(O)O)[CH:36]=[CH:35][CH:34]=[CH:33][CH:32]=1.[C:40]([O-:43])([O-])=[O:41].[K+].[K+], predict the reaction product. The product is: [C:7]([O:11][C:12](=[O:30])[NH:13][CH2:14][CH2:15][S:16]([C:19]1[C:20]2[CH:21]=[CH:22][N:23]=[CH:24][C:25]=2[CH:26]=[C:27]([C:34]2[CH:35]=[CH:36][C:31]([O:41][CH:40]3[CH2:5][CH2:4][CH2:3][CH2:2][O:43]3)=[CH:32][CH:33]=2)[CH:28]=1)(=[O:18])=[O:17])([CH3:10])([CH3:9])[CH3:8]. (4) The product is: [Br:1][C:2]1[CH:3]=[N:4][CH:5]=[CH:6][C:7]=1[CH2:8][CH:9]1[CH2:17][C:16]2[C:11](=[CH:12][C:13]([CH3:19])=[C:14]([CH3:18])[CH:15]=2)[C:10]1=[O:20]. Given the reactants [Br:1][C:2]1[CH:3]=[N:4][CH:5]=[CH:6][C:7]=1/[CH:8]=[C:9]1/[C:10](=[O:20])[C:11]2[C:16]([CH2:17]/1)=[CH:15][C:14]([CH3:18])=[C:13]([CH3:19])[CH:12]=2, predict the reaction product. (5) Given the reactants [CH3:1][O:2][C:3]1[N:8]=[C:7]2[C:9]([CH3:12])=[CH:10][NH:11][C:6]2=[CH:5][CH:4]=1.[H-].[Na+].C[N:16](C=O)C, predict the reaction product. The product is: [CH3:1][O:2][C:3]1[N:8]=[C:7]2[C:9]([CH3:12])=[CH:10][N:11]([NH2:16])[C:6]2=[CH:5][CH:4]=1. (6) Given the reactants [NH2:1][C:2]1[C:3]([CH3:13])=[C:4]([CH:9]=[C:10]([Cl:12])[CH:11]=1)[C:5]([O:7][CH3:8])=[O:6].[O:14]1[CH2:19][CH2:18][C:17](=O)[CH2:16][CH2:15]1.C(O)(=O)C.C([BH3-])#N.[Na+], predict the reaction product. The product is: [Cl:12][C:10]1[CH:11]=[C:2]([NH:1][CH:17]2[CH2:18][CH2:19][O:14][CH2:15][CH2:16]2)[C:3]([CH3:13])=[C:4]([CH:9]=1)[C:5]([O:7][CH3:8])=[O:6]. (7) The product is: [NH2:51][C:50]1[C:45]2[CH:44]=[CH:43][N:42]([C@@H:34]3[CH2:33][C@H:32]([CH2:31][N:26]([CH:24]4[CH2:23][CH:22]([CH2:21][CH2:20][C:18]5[NH:17][C:16]6[CH:63]=[CH:64][C:13]([C:9]([CH3:10])([CH3:11])[CH3:12])=[CH:14][C:15]=6[N:19]=5)[CH2:25]4)[CH:27]4[CH2:28][CH2:29][CH2:30]4)[C@@H:36]([OH:37])[C@H:35]3[OH:39])[C:46]=2[N:47]=[CH:48][N:49]=1. Given the reactants FC(F)(F)C(O)=O.O.[C:9]([C:13]1[CH:64]=[CH:63][C:16]2[NH:17][C:18]([CH2:20][CH2:21][CH:22]3[CH2:25][CH:24]([N:26]([CH2:31][C@@H:32]4[C@H:36]5[O:37]C(C)(C)[O:39][C@H:35]5[C@H:34]([N:42]5[C:46]6[N:47]=[CH:48][N:49]=[C:50]([NH:51]CC7C=CC(OC)=CC=7OC)[C:45]=6[CH:44]=[CH:43]5)[CH2:33]4)[CH:27]4[CH2:30][CH2:29][CH2:28]4)[CH2:23]3)=[N:19][C:15]=2[CH:14]=1)([CH3:12])([CH3:11])[CH3:10].C([SiH](CC)CC)C.C([O-])([O-])=O.[K+].[K+], predict the reaction product. (8) Given the reactants Cl[C:2]1[CH:7]=[CH:6][C:5]([N+:8]([O-:10])=[O:9])=[CH:4][C:3]=1[O:11][CH3:12].[NH:13]1[CH2:17][CH2:16][C@@H:15]([OH:18])[CH2:14]1, predict the reaction product. The product is: [CH3:12][O:11][C:3]1[CH:4]=[C:5]([N+:8]([O-:10])=[O:9])[CH:6]=[CH:7][C:2]=1[N:13]1[CH2:17][CH2:16][C@@H:15]([OH:18])[CH2:14]1. (9) The product is: [CH3:1][C:2]1[N:7]=[C:6]2[S:8][C:9]3[CH2:13][CH2:12][CH2:11][C:10]=3[C:5]2=[C:4]([C:14]2[CH:15]=[CH:16][C:17]([C:20]([F:23])([F:22])[F:21])=[CH:18][CH:19]=2)[C:3]=1[CH:24]([CH2:40][CH2:39][CH3:43])[C:25]([O:27][CH3:28])=[O:26]. Given the reactants [CH3:1][C:2]1[N:7]=[C:6]2[S:8][C:9]3[CH2:13][CH2:12][CH2:11][C:10]=3[C:5]2=[C:4]([C:14]2[CH:19]=[CH:18][C:17]([C:20]([F:23])([F:22])[F:21])=[CH:16][CH:15]=2)[C:3]=1[CH2:24][C:25]([O:27][CH3:28])=[O:26].[Li+].C[Si]([N-][Si](C)(C)C)(C)C.[CH2:39]1[CH2:43]OC[CH2:40]1.ICCC, predict the reaction product.